From a dataset of Full USPTO retrosynthesis dataset with 1.9M reactions from patents (1976-2016). Predict the reactants needed to synthesize the given product. (1) Given the product [OH:35][C@@H:32]1[C@H:29]2[N:30]([C:9]([O:11][C:12]([CH3:13])([CH3:14])[CH3:15])=[O:10])[CH2:31][C@@H:27]([O:26][S:23]([C:20]3[CH:21]=[CH:22][C:17]([CH3:16])=[CH:18][CH:19]=3)(=[O:25])=[O:24])[C@H:28]2[O:34][CH2:33]1, predict the reactants needed to synthesize it. The reactants are: [C:9](O[C:9]([O:11][C:12]([CH3:15])([CH3:14])[CH3:13])=[O:10])([O:11][C:12]([CH3:15])([CH3:14])[CH3:13])=[O:10].[CH3:16][C:17]1[CH:22]=[CH:21][C:20]([S:23]([O:26][C@@H:27]2[CH2:31][NH:30][C@@H:29]3[C@@H:32]([OH:35])[CH2:33][O:34][C@H:28]23)(=[O:25])=[O:24])=[CH:19][CH:18]=1. (2) The reactants are: C(#N)CC.[OH-:5].[Ca+2:6].[OH-].O.[C:9](N)(=[O:12])[CH2:10][CH3:11]. Given the product [C:9]([O-:12])(=[O:5])[CH2:10][CH3:11].[Ca+2:6].[C:9]([O-:12])(=[O:5])[CH2:10][CH3:11], predict the reactants needed to synthesize it.